From a dataset of Full USPTO retrosynthesis dataset with 1.9M reactions from patents (1976-2016). Predict the reactants needed to synthesize the given product. Given the product [OH2:10].[Cl:1][C:2]1[CH:7]=[CH:6][C:5]([NH:8][C:9]([NH:28][C:29]2[CH:45]=[CH:44][C:32]([O:33][C:34]3[CH:39]=[CH:38][N:37]=[C:36]([C:40]([NH:42][CH3:43])=[O:41])[CH:35]=3)=[CH:31][C:30]=2[F:46])=[O:10])=[CH:4][C:3]=1[C:11]([F:12])([F:13])[F:14], predict the reactants needed to synthesize it. The reactants are: [Cl:1][C:2]1[CH:7]=[CH:6][C:5]([N:8]=[C:9]=[O:10])=[CH:4][C:3]=1[C:11]([F:14])([F:13])[F:12].C1(C)C=CC=CC=1.CO.C(Cl)(=O)C.[NH2:28][C:29]1[CH:45]=[CH:44][C:32]([O:33][C:34]2[CH:39]=[CH:38][N:37]=[C:36]([C:40]([NH:42][CH3:43])=[O:41])[CH:35]=2)=[CH:31][C:30]=1[F:46].